This data is from NCI-60 drug combinations with 297,098 pairs across 59 cell lines. The task is: Regression. Given two drug SMILES strings and cell line genomic features, predict the synergy score measuring deviation from expected non-interaction effect. Drug 1: C1=CC=C(C=C1)NC(=O)CCCCCCC(=O)NO. Drug 2: N.N.Cl[Pt+2]Cl. Cell line: OVCAR-5. Synergy scores: CSS=77.0, Synergy_ZIP=0.873, Synergy_Bliss=-0.431, Synergy_Loewe=2.94, Synergy_HSA=6.37.